Dataset: Full USPTO retrosynthesis dataset with 1.9M reactions from patents (1976-2016). Task: Predict the reactants needed to synthesize the given product. (1) Given the product [N:37]1([C:35]([O:34][CH:10]([C:5]2[CH:6]=[CH:7][CH:8]=[CH:9][C:4]=2[N+:1]([O-:3])=[O:2])[CH2:11][CH2:12][N:13]([CH3:33])[C:14]([C:15]2[CH:20]=[CH:19][CH:18]=[CH:17][CH:16]=2)([C:21]2[CH:22]=[CH:23][CH:24]=[CH:25][CH:26]=2)[C:27]2[CH:28]=[CH:29][CH:30]=[CH:31][CH:32]=2)=[O:36])[CH:41]=[CH:40][N:39]=[CH:38]1, predict the reactants needed to synthesize it. The reactants are: [N+:1]([C:4]1[CH:9]=[CH:8][CH:7]=[CH:6][C:5]=1[CH:10]([OH:34])[CH2:11][CH2:12][N:13]([CH3:33])[C:14]([C:27]1[CH:32]=[CH:31][CH:30]=[CH:29][CH:28]=1)([C:21]1[CH:26]=[CH:25][CH:24]=[CH:23][CH:22]=1)[C:15]1[CH:20]=[CH:19][CH:18]=[CH:17][CH:16]=1)([O-:3])=[O:2].[C:35](N1C=CN=C1)([N:37]1[CH:41]=[CH:40][N:39]=[CH:38]1)=[O:36]. (2) Given the product [ClH:23].[CH:1]([C:4]1[CH:22]=[CH:21][C:7]([CH2:8][O:9][NH2:10])=[CH:6][CH:5]=1)([CH3:3])[CH3:2], predict the reactants needed to synthesize it. The reactants are: [CH:1]([C:4]1[CH:22]=[CH:21][C:7]([CH2:8][O:9][N:10]2C(=O)C3=CC=CC=C3C2=O)=[CH:6][CH:5]=1)([CH3:3])[CH3:2].[ClH:23]. (3) Given the product [CH:1]1([C@@H:7]([NH:9][C:10]([C:12]2[C:21]3[C:16](=[CH:17][C:18]([O:24][CH3:25])=[C:19]([O:22][CH3:23])[CH:20]=3)[N:15]=[C:14]([C:26]3[CH:31]=[CH:30][CH:29]=[CH:28][CH:27]=3)[C:13]=2[CH2:32][Br:33])=[O:11])[CH3:8])[CH2:6][CH2:5][CH2:4][CH2:3][CH2:2]1, predict the reactants needed to synthesize it. The reactants are: [CH:1]1([C@@H:7]([NH:9][C:10]([C:12]2[C:21]3[C:16](=[CH:17][C:18]([O:24][CH3:25])=[C:19]([O:22][CH3:23])[CH:20]=3)[N:15]=[C:14]([C:26]3[CH:31]=[CH:30][CH:29]=[CH:28][CH:27]=3)[C:13]=2[CH3:32])=[O:11])[CH3:8])[CH2:6][CH2:5][CH2:4][CH2:3][CH2:2]1.[Br:33]N1C(=O)CCC1=O.C(OOC(=O)C1C=CC=CC=1)(=O)C1C=CC=CC=1.